From a dataset of Peptide-MHC class I binding affinity with 185,985 pairs from IEDB/IMGT. Regression. Given a peptide amino acid sequence and an MHC pseudo amino acid sequence, predict their binding affinity value. This is MHC class I binding data. (1) The peptide sequence is TPVIVVPVI. The MHC is HLA-B07:02 with pseudo-sequence HLA-B07:02. The binding affinity (normalized) is 0.306. (2) The peptide sequence is HNDEIMRMC. The MHC is H-2-Kb with pseudo-sequence H-2-Kb. The binding affinity (normalized) is 0. (3) The peptide sequence is IALCKVTVPT. The MHC is HLA-A02:03 with pseudo-sequence HLA-A02:03. The binding affinity (normalized) is 0.288. (4) The peptide sequence is SWEQDLQHGA. The MHC is Patr-A0301 with pseudo-sequence Patr-A0301. The binding affinity (normalized) is 0. (5) The MHC is HLA-A02:06 with pseudo-sequence HLA-A02:06. The binding affinity (normalized) is 0.578. The peptide sequence is ILIRLTLLL. (6) The peptide sequence is KVTINNLKM. The MHC is HLA-A02:01 with pseudo-sequence HLA-A02:01. The binding affinity (normalized) is 0.200. (7) The peptide sequence is NVKHTSVSAK. The MHC is HLA-A33:01 with pseudo-sequence HLA-A33:01. The binding affinity (normalized) is 0.166.